From a dataset of Full USPTO retrosynthesis dataset with 1.9M reactions from patents (1976-2016). Predict the reactants needed to synthesize the given product. The reactants are: [C:1]([C:5]1[N:10]=[C:9]([N:11]2[CH2:16][CH2:15][N:14]([CH2:17][CH2:18][CH2:19][CH2:20][NH2:21])[CH2:13][CH2:12]2)[CH:8]=[C:7]([C:22]([F:25])([F:24])[F:23])[N:6]=1)([CH3:4])([CH3:3])[CH3:2].C1N=CN([C:31](N2C=NC=C2)=[O:32])C=1.[NH:38]1[C:46]2[C:41](=[CH:42][CH:43]=[CH:44][CH:45]=2)[CH2:40][CH2:39]1. Given the product [C:1]([C:5]1[N:10]=[C:9]([N:11]2[CH2:16][CH2:15][N:14]([CH2:17][CH2:18][CH2:19][CH2:20][NH:21][C:31]([N:38]3[C:46]4[C:41](=[CH:42][CH:43]=[CH:44][CH:45]=4)[CH2:40][CH2:39]3)=[O:32])[CH2:13][CH2:12]2)[CH:8]=[C:7]([C:22]([F:24])([F:25])[F:23])[N:6]=1)([CH3:4])([CH3:2])[CH3:3], predict the reactants needed to synthesize it.